From a dataset of Reaction yield outcomes from USPTO patents with 853,638 reactions. Predict the reaction yield, written as a fraction of the theoretical maximum amount of product (1.0 means a 100% yield; for example, 0.34 means a 34% yield). (1) The reactants are Cl[CH2:2][CH2:3][O:4][C:5]1[CH:13]=[C:12]2[C:8]([C:9]([C:27]#[N:28])=[C:10]([C:16]3[CH:21]=[CH:20][C:19]([NH:22][S:23]([CH3:26])(=[O:25])=[O:24])=[CH:18][CH:17]=3)[N:11]2[CH2:14][CH3:15])=[CH:7][CH:6]=1.[NH:29]1[CH2:34][CH2:33][O:32][CH2:31][CH2:30]1.[Na+].[I-].C(N(C(C)C)CC)(C)C. The catalyst is CC#N.O. The product is [C:27]([C:9]1[C:8]2[C:12](=[CH:13][C:5]([O:4][CH2:3][CH2:2][N:29]3[CH2:34][CH2:33][O:32][CH2:31][CH2:30]3)=[CH:6][CH:7]=2)[N:11]([CH2:14][CH3:15])[C:10]=1[C:16]1[CH:21]=[CH:20][C:19]([NH:22][S:23]([CH3:26])(=[O:25])=[O:24])=[CH:18][CH:17]=1)#[N:28]. The yield is 0.410. (2) The reactants are [CH3:1][C:2]1[C:10]([N+:11]([O-:13])=[O:12])=[CH:9][CH:8]=[CH:7][C:3]=1[C:4]([OH:6])=[O:5].[Br:14]N1C(C)(C)C(=O)N(Br)C1=O. The catalyst is OS(O)(=O)=O. The product is [Br:14][C:8]1[CH:9]=[C:10]([N+:11]([O-:13])=[O:12])[C:2]([CH3:1])=[C:3]([CH:7]=1)[C:4]([OH:6])=[O:5]. The yield is 1.00. (3) The catalyst is [Pd].O1CCCC1. The yield is 0.930. The reactants are C(OC[N:10]1[C:15]2[CH:16]=[C:17]([N:20]3[C:24](=[O:25])[CH2:23][C@@H:22]([NH:26][C:27](=[O:33])[O:28][C:29]([CH3:32])([CH3:31])[CH3:30])[CH2:21]3)[CH:18]=[CH:19][C:14]=2[O:13][CH2:12][C:11]1=[O:34])C1C=CC=CC=1.C([O-])=O.[NH4+].CO. The product is [O:25]=[C:24]1[N:20]([C:17]2[CH:18]=[CH:19][C:14]3[O:13][CH2:12][C:11](=[O:34])[NH:10][C:15]=3[CH:16]=2)[CH2:21][C@H:22]([NH:26][C:27](=[O:33])[O:28][C:29]([CH3:31])([CH3:30])[CH3:32])[CH2:23]1. (4) The reactants are [CH3:1][C@@H:2]([OH:12])[C@@H:3]([OH:11])[C@H:4]([O:9][CH3:10])[C@@H:5]([OH:8])[CH:6]=[O:7].[CH3:13][C@H:14]1[O:19][C@@H:18]([OH:20])[CH2:17][C@H:16]([O:21][CH3:22])[C@@H:15]1[OH:23].[Sn](Cl)Cl.C(N(CC)CC)C. The catalyst is ClCCl.FC(F)(F)S([O-])(=O)=O.[Ag+]. The product is [CH3:1][C@@H:2]([OH:12])[C@@H:3]([OH:11])[C@H:4]([O:9][CH3:10])[C@@H:5]([OH:8])[CH:6]=[O:7].[CH3:13][C@H:14]1[O:19][C@@H:18]([OH:20])[CH2:17][C@H:16]([O:21][CH3:22])[C@@H:15]1[OH:23]. The yield is 0.150.